This data is from Catalyst prediction with 721,799 reactions and 888 catalyst types from USPTO. The task is: Predict which catalyst facilitates the given reaction. (1) Reactant: [F:1][C:2]([F:18])([F:17])[C:3]1[CH:4]=[C:5]([C:9]2[CH2:13][CH:12]([C:14]([OH:16])=O)[O:11][N:10]=2)[CH:6]=[CH:7][CH:8]=1.[NH:19]1[CH2:23][CH2:22][C@H:21]([NH:24][C:25](=[O:31])[O:26][C:27]([CH3:30])([CH3:29])[CH3:28])[CH2:20]1.C(N(CC)CC)C.F[P-](F)(F)(F)(F)F.N1(O[P+](N(C)C)(N(C)C)N(C)C)C2C=CC=CC=2N=N1. Product: [F:17][C:2]([F:1])([F:18])[C:3]1[CH:4]=[C:5]([C:9]2[CH2:13][CH:12]([C:14]([N:19]3[CH2:23][CH2:22][C@H:21]([NH:24][C:25](=[O:31])[O:26][C:27]([CH3:29])([CH3:28])[CH3:30])[CH2:20]3)=[O:16])[O:11][N:10]=2)[CH:6]=[CH:7][CH:8]=1. The catalyst class is: 85. (2) Reactant: [CH3:1][O:2][C:3]([C:5]1[C@@H:10]([C:11]2[CH:16]=[CH:15][C:14]([C:17]#[N:18])=[CH:13][CH:12]=2)[N:9]2[C:19](=[O:39])[N:20]([CH2:22][CH2:23][CH2:24][S:25]([CH2:28][CH2:29][CH2:30][O:31][Si](C(C)(C)C)(C)C)(=[O:27])=[O:26])[N:21]=[C:8]2[N:7]([C:40]2[CH:45]=[CH:44][CH:43]=[C:42]([C:46]([F:49])([F:48])[F:47])[CH:41]=2)[C:6]=1[CH3:50])=[O:4].CCCC[N+](CCCC)(CCCC)CCCC.[F-]. Product: [CH3:1][O:2][C:3]([C:5]1[C@@H:10]([C:11]2[CH:12]=[CH:13][C:14]([C:17]#[N:18])=[CH:15][CH:16]=2)[N:9]2[C:19](=[O:39])[N:20]([CH2:22][CH2:23][CH2:24][S:25]([CH2:28][CH2:29][CH2:30][OH:31])(=[O:26])=[O:27])[N:21]=[C:8]2[N:7]([C:40]2[CH:45]=[CH:44][CH:43]=[C:42]([C:46]([F:48])([F:47])[F:49])[CH:41]=2)[C:6]=1[CH3:50])=[O:4]. The catalyst class is: 1. (3) Reactant: ClC(Cl)(Cl)C([N:5]1[CH2:10][CH2:9][N:8]([C:11]2[CH:16]=[C:15]([S:17]([N:20]3[C:28]4[C:23](=[CH:24][CH:25]=[C:26]([F:29])[CH:27]=4)[C:22]([CH:30]([F:32])[F:31])=[CH:21]3)(=[O:19])=[O:18])[CH:14]=[CH:13][C:12]=2[O:33][CH2:34][C:35]([F:38])([F:37])[F:36])[CH2:7][CH2:6]1)=O.[OH-].[K+]. Product: [F:32][CH:30]([F:31])[C:22]1[C:23]2[C:28](=[CH:27][C:26]([F:29])=[CH:25][CH:24]=2)[N:20]([S:17]([C:15]2[CH:14]=[CH:13][C:12]([O:33][CH2:34][C:35]([F:38])([F:37])[F:36])=[C:11]([N:8]3[CH2:9][CH2:10][NH:5][CH2:6][CH2:7]3)[CH:16]=2)(=[O:18])=[O:19])[CH:21]=1. The catalyst class is: 1. (4) Reactant: C(O)(=O)C.[O:5]([C:12]1[CH:13]=[C:14]([CH:17]=[CH:18][CH:19]=1)[CH:15]=O)[C:6]1[CH:11]=[CH:10][CH:9]=[CH:8][CH:7]=1.[N+:20]([CH3:23])([O-:22])=[O:21].C([O-])(=O)C.[NH4+]. Product: [N+:20](/[CH:23]=[CH:15]/[C:14]1[CH:17]=[CH:18][CH:19]=[C:12]([O:5][C:6]2[CH:11]=[CH:10][CH:9]=[CH:8][CH:7]=2)[CH:13]=1)([O-:22])=[O:21]. The catalyst class is: 84.